Dataset: Catalyst prediction with 721,799 reactions and 888 catalyst types from USPTO. Task: Predict which catalyst facilitates the given reaction. (1) Reactant: [C:1]([O:5][C@@H:6]([C:9]1[C:10]([C:23]2[CH:28]=[CH:27][C:26]([Cl:29])=[CH:25][CH:24]=2)=[C:11]2[C:16](=[CH:17][C:18]=1[CH3:19])[N:15]=[C:14]([CH2:20][O:21][CH3:22])[CH:13]=[CH:12]2)[CH2:7][OH:8])([CH3:4])([CH3:3])[CH3:2].[O-][CH2:31]C.[Na+]. Product: [C:1]([O:5][C@@H:6]([C:9]1[C:10]([C:23]2[CH:24]=[CH:25][C:26]([Cl:29])=[CH:27][CH:28]=2)=[C:11]2[C:16](=[CH:17][C:18]=1[CH3:19])[N:15]=[C:14]([CH2:20][O:21][CH2:22][CH3:31])[CH:13]=[CH:12]2)[CH2:7][OH:8])([CH3:4])([CH3:2])[CH3:3]. The catalyst class is: 357. (2) Product: [F:1][C:2]1[CH:7]=[C:6]([F:8])[CH:5]=[CH:4][C:3]=1[C:9]1[CH:14]=[CH:13][CH:12]=[C:11]([NH:15][C:16]([C:18]2[N:19]([CH3:30])[C:20]3[C:25]([CH:26]=2)=[CH:24][CH:23]=[C:22]([N+:27]([O-:29])=[O:28])[CH:21]=3)=[O:17])[CH:10]=1. Reactant: [F:1][C:2]1[CH:7]=[C:6]([F:8])[CH:5]=[CH:4][C:3]=1[C:9]1[CH:14]=[CH:13][CH:12]=[C:11]([NH:15][C:16]([C:18]2[NH:19][C:20]3[C:25]([CH:26]=2)=[CH:24][CH:23]=[C:22]([N+:27]([O-:29])=[O:28])[CH:21]=3)=[O:17])[CH:10]=1.[C:30]([O-])([O-])=O.[K+].[K+].CI. The catalyst class is: 3. (3) Product: [C:25]([C:23]1[CH:22]=[CH:21][C:19]2[NH:20][C:16]([C:13]3[CH:12]=[C:11]([CH:28]([CH2:32][C:33]([OH:35])=[O:34])[C:29]([OH:31])=[O:30])[CH:10]=[C:9]([C:7]4[CH:8]=[C:3]([CH2:2][NH:1][C:38]([NH2:39])=[O:37])[CH:4]=[CH:5][C:6]=4[OH:36])[C:14]=3[OH:15])=[N:17][C:18]=2[CH:24]=1)(=[NH:26])[NH2:27]. Reactant: [NH2:1][CH2:2][C:3]1[CH:4]=[CH:5][C:6]([OH:36])=[C:7]([C:9]2[C:14]([OH:15])=[C:13]([C:16]3[NH:20][C:19]4[CH:21]=[CH:22][C:23]([C:25](=[NH:27])[NH2:26])=[CH:24][C:18]=4[N:17]=3)[CH:12]=[C:11]([CH:28]([CH2:32][C:33]([OH:35])=[O:34])[C:29]([OH:31])=[O:30])[CH:10]=2)[CH:8]=1.[O-:37][C:38]#[N:39].[K+]. The catalyst class is: 240.